This data is from NCI-60 drug combinations with 297,098 pairs across 59 cell lines. The task is: Regression. Given two drug SMILES strings and cell line genomic features, predict the synergy score measuring deviation from expected non-interaction effect. (1) Drug 1: C1=NC2=C(N1)C(=S)N=C(N2)N. Drug 2: CN(CC1=CN=C2C(=N1)C(=NC(=N2)N)N)C3=CC=C(C=C3)C(=O)NC(CCC(=O)O)C(=O)O. Cell line: TK-10. Synergy scores: CSS=52.3, Synergy_ZIP=-8.74, Synergy_Bliss=-4.24, Synergy_Loewe=-5.26, Synergy_HSA=-3.80. (2) Drug 1: CC(C1=C(C=CC(=C1Cl)F)Cl)OC2=C(N=CC(=C2)C3=CN(N=C3)C4CCNCC4)N. Drug 2: COC1=C2C(=CC3=C1OC=C3)C=CC(=O)O2. Cell line: ACHN. Synergy scores: CSS=7.90, Synergy_ZIP=-0.0723, Synergy_Bliss=4.04, Synergy_Loewe=-4.48, Synergy_HSA=2.07. (3) Cell line: HCT-15. Synergy scores: CSS=-11.3, Synergy_ZIP=1.68, Synergy_Bliss=-5.71, Synergy_Loewe=-19.5, Synergy_HSA=-16.7. Drug 2: CC1=C(C(=CC=C1)Cl)NC(=O)C2=CN=C(S2)NC3=CC(=NC(=N3)C)N4CCN(CC4)CCO. Drug 1: CN1C(=O)N2C=NC(=C2N=N1)C(=O)N. (4) Drug 1: C1=CC=C(C=C1)NC(=O)CCCCCCC(=O)NO. Drug 2: CCC1(CC2CC(C3=C(CCN(C2)C1)C4=CC=CC=C4N3)(C5=C(C=C6C(=C5)C78CCN9C7C(C=CC9)(C(C(C8N6C)(C(=O)OC)O)OC(=O)C)CC)OC)C(=O)OC)O.OS(=O)(=O)O. Cell line: NCI-H226. Synergy scores: CSS=2.02, Synergy_ZIP=-1.52, Synergy_Bliss=0.501, Synergy_Loewe=-0.0989, Synergy_HSA=0.445. (5) Drug 1: CC1=C2C(C(=O)C3(C(CC4C(C3C(C(C2(C)C)(CC1OC(=O)C(C(C5=CC=CC=C5)NC(=O)OC(C)(C)C)O)O)OC(=O)C6=CC=CC=C6)(CO4)OC(=O)C)OC)C)OC. Drug 2: C1=CC(=CC=C1CC(C(=O)O)N)N(CCCl)CCCl.Cl. Cell line: LOX IMVI. Synergy scores: CSS=21.1, Synergy_ZIP=-8.67, Synergy_Bliss=-8.26, Synergy_Loewe=-16.0, Synergy_HSA=-3.55. (6) Drug 1: CC1C(C(CC(O1)OC2CC(CC3=C2C(=C4C(=C3O)C(=O)C5=C(C4=O)C(=CC=C5)OC)O)(C(=O)CO)O)N)O.Cl. Drug 2: CC1=CC2C(CCC3(C2CCC3(C(=O)C)OC(=O)C)C)C4(C1=CC(=O)CC4)C. Cell line: MOLT-4. Synergy scores: CSS=36.4, Synergy_ZIP=20.6, Synergy_Bliss=24.2, Synergy_Loewe=24.2, Synergy_HSA=24.1. (7) Drug 1: COC1=NC(=NC2=C1N=CN2C3C(C(C(O3)CO)O)O)N. Drug 2: CC1C(C(CC(O1)OC2CC(CC3=C2C(=C4C(=C3O)C(=O)C5=C(C4=O)C(=CC=C5)OC)O)(C(=O)CO)O)N)O.Cl. Cell line: SNB-19. Synergy scores: CSS=29.0, Synergy_ZIP=-5.41, Synergy_Bliss=-4.67, Synergy_Loewe=-19.8, Synergy_HSA=-2.65. (8) Drug 1: C1CCC(CC1)NC(=O)N(CCCl)N=O. Drug 2: CC1C(C(CC(O1)OC2CC(CC3=C2C(=C4C(=C3O)C(=O)C5=CC=CC=C5C4=O)O)(C(=O)C)O)N)O. Cell line: BT-549. Synergy scores: CSS=40.4, Synergy_ZIP=-2.59, Synergy_Bliss=-3.78, Synergy_Loewe=-3.19, Synergy_HSA=-1.45. (9) Drug 1: C1CCN(CC1)CCOC2=CC=C(C=C2)C(=O)C3=C(SC4=C3C=CC(=C4)O)C5=CC=C(C=C5)O. Drug 2: B(C(CC(C)C)NC(=O)C(CC1=CC=CC=C1)NC(=O)C2=NC=CN=C2)(O)O. Cell line: BT-549. Synergy scores: CSS=15.2, Synergy_ZIP=3.54, Synergy_Bliss=9.21, Synergy_Loewe=-11.3, Synergy_HSA=4.18. (10) Drug 1: CC1=C(N=C(N=C1N)C(CC(=O)N)NCC(C(=O)N)N)C(=O)NC(C(C2=CN=CN2)OC3C(C(C(C(O3)CO)O)O)OC4C(C(C(C(O4)CO)O)OC(=O)N)O)C(=O)NC(C)C(C(C)C(=O)NC(C(C)O)C(=O)NCCC5=NC(=CS5)C6=NC(=CS6)C(=O)NCCC[S+](C)C)O. Drug 2: CCC1(CC2CC(C3=C(CCN(C2)C1)C4=CC=CC=C4N3)(C5=C(C=C6C(=C5)C78CCN9C7C(C=CC9)(C(C(C8N6C)(C(=O)OC)O)OC(=O)C)CC)OC)C(=O)OC)O.OS(=O)(=O)O. Cell line: K-562. Synergy scores: CSS=5.03, Synergy_ZIP=5.01, Synergy_Bliss=15.4, Synergy_Loewe=0.734, Synergy_HSA=1.39.